From a dataset of NCI-60 drug combinations with 297,098 pairs across 59 cell lines. Regression. Given two drug SMILES strings and cell line genomic features, predict the synergy score measuring deviation from expected non-interaction effect. (1) Synergy scores: CSS=-0.0550, Synergy_ZIP=0.0254, Synergy_Bliss=-0.894, Synergy_Loewe=-10.9, Synergy_HSA=-5.21. Cell line: U251. Drug 1: C1=NC2=C(N=C(N=C2N1C3C(C(C(O3)CO)O)F)Cl)N. Drug 2: C(CN)CNCCSP(=O)(O)O. (2) Drug 1: C1=NC2=C(N1)C(=S)N=C(N2)N. Drug 2: CC1=CC=C(C=C1)C2=CC(=NN2C3=CC=C(C=C3)S(=O)(=O)N)C(F)(F)F. Cell line: UO-31. Synergy scores: CSS=25.4, Synergy_ZIP=-2.34, Synergy_Bliss=-2.91, Synergy_Loewe=-5.92, Synergy_HSA=-0.939. (3) Drug 1: CC1C(C(CC(O1)OC2CC(OC(C2O)C)OC3=CC4=CC5=C(C(=O)C(C(C5)C(C(=O)C(C(C)O)O)OC)OC6CC(C(C(O6)C)O)OC7CC(C(C(O7)C)O)OC8CC(C(C(O8)C)O)(C)O)C(=C4C(=C3C)O)O)O)O. Drug 2: CCCCCOC(=O)NC1=NC(=O)N(C=C1F)C2C(C(C(O2)C)O)O. Cell line: SNB-19. Synergy scores: CSS=15.5, Synergy_ZIP=0.154, Synergy_Bliss=1.87, Synergy_Loewe=-48.8, Synergy_HSA=-0.600. (4) Drug 1: CC1=CC2C(CCC3(C2CCC3(C(=O)C)OC(=O)C)C)C4(C1=CC(=O)CC4)C. Drug 2: C1C(C(OC1N2C=NC(=NC2=O)N)CO)O. Cell line: NCI-H322M. Synergy scores: CSS=5.17, Synergy_ZIP=-2.13, Synergy_Bliss=-1.16, Synergy_Loewe=-13.9, Synergy_HSA=-5.13. (5) Drug 1: CN(CC1=CN=C2C(=N1)C(=NC(=N2)N)N)C3=CC=C(C=C3)C(=O)NC(CCC(=O)O)C(=O)O. Drug 2: COCCOC1=C(C=C2C(=C1)C(=NC=N2)NC3=CC=CC(=C3)C#C)OCCOC.Cl. Cell line: K-562. Synergy scores: CSS=88.7, Synergy_ZIP=1.57, Synergy_Bliss=2.25, Synergy_Loewe=-8.54, Synergy_HSA=1.94. (6) Drug 1: C1=CC=C(C=C1)NC(=O)CCCCCCC(=O)NO. Drug 2: CS(=O)(=O)OCCCCOS(=O)(=O)C. Cell line: OVCAR-5. Synergy scores: CSS=33.9, Synergy_ZIP=-5.73, Synergy_Bliss=-3.59, Synergy_Loewe=-10.8, Synergy_HSA=-1.17. (7) Synergy scores: CSS=29.2, Synergy_ZIP=-2.43, Synergy_Bliss=2.21, Synergy_Loewe=-0.0158, Synergy_HSA=0.317. Cell line: A549. Drug 1: C1=CC(=CC=C1CC(C(=O)O)N)N(CCCl)CCCl.Cl. Drug 2: CCN(CC)CCNC(=O)C1=C(NC(=C1C)C=C2C3=C(C=CC(=C3)F)NC2=O)C. (8) Drug 1: CC12CCC3C(C1CCC2NC(=O)OCC(F)(F)F)CCC4C3(C=CC(=O)N4C)C. Drug 2: CC1CCC2CC(C(=CC=CC=CC(CC(C(=O)C(C(C(=CC(C(=O)CC(OC(=O)C3CCCCN3C(=O)C(=O)C1(O2)O)C(C)CC4CCC(C(C4)OC)OP(=O)(C)C)C)C)O)OC)C)C)C)OC. Cell line: UACC62. Synergy scores: CSS=12.5, Synergy_ZIP=-6.06, Synergy_Bliss=-1.70, Synergy_Loewe=-12.8, Synergy_HSA=-2.44. (9) Drug 1: CN(C)C1=NC(=NC(=N1)N(C)C)N(C)C. Drug 2: CCC1(C2=C(COC1=O)C(=O)N3CC4=CC5=C(C=CC(=C5CN(C)C)O)N=C4C3=C2)O.Cl. Cell line: UACC62. Synergy scores: CSS=12.1, Synergy_ZIP=-5.62, Synergy_Bliss=-0.764, Synergy_Loewe=-35.4, Synergy_HSA=-1.50.